Dataset: Reaction yield outcomes from USPTO patents with 853,638 reactions. Task: Predict the reaction yield, written as a fraction of the theoretical maximum amount of product (1.0 means a 100% yield; for example, 0.34 means a 34% yield). (1) The reactants are [NH2:1]/[C:2](/OCC)=[CH:3]\[C:4](=O)[C:5]([F:8])([F:7])[F:6].[C:13]1([NH:19][NH2:20])[CH:18]=[CH:17][CH:16]=[CH:15][CH:14]=1. The catalyst is CCO. The product is [C:13]1([N:19]2[C:2]([NH2:1])=[CH:3][C:4]([C:5]([F:6])([F:7])[F:8])=[N:20]2)[CH:18]=[CH:17][CH:16]=[CH:15][CH:14]=1. The yield is 0.660. (2) The reactants are [Br:1][C:2]1[C:3]([OH:12])=[CH:4][C:5]([OH:11])=[C:6]([CH:10]=1)[C:7]([OH:9])=O.Cl.CN(C)CCCN=C=NCC.C1C=CC2N(O)N=NC=2C=1.[CH2:35]1[C:43]2[C:38](=[CH:39][CH:40]=[CH:41][CH:42]=2)[CH2:37][NH:36]1. The catalyst is CN(C=O)C. The product is [Br:1][C:2]1[C:3]([OH:12])=[CH:4][C:5]([OH:11])=[C:6]([C:7]([N:36]2[CH2:37][C:38]3[C:43](=[CH:42][CH:41]=[CH:40][CH:39]=3)[CH2:35]2)=[O:9])[CH:10]=1. The yield is 0.440. (3) The reactants are [N+:1]([C:4]1[CH:21]=[CH:20][C:7]([O:8][C:9]2[CH:10]=[C:11]3[C:15](=[CH:16][CH:17]=2)[C:14](=[O:18])[NH:13][C:12]3=[O:19])=[CH:6][CH:5]=1)([O-])=O. The catalyst is CC(O)=O.O.[Fe]. The product is [NH2:1][C:4]1[CH:21]=[CH:20][C:7]([O:8][C:9]2[CH:10]=[C:11]3[C:15](=[CH:16][CH:17]=2)[C:14](=[O:18])[NH:13][C:12]3=[O:19])=[CH:6][CH:5]=1. The yield is 0.750. (4) The reactants are C[Si]([N-][Si](C)(C)C)(C)C.[K+].[C:11]([C:14]1[CH:19]=[CH:18][CH:17]=[CH:16][CH:15]=1)(=[O:13])[CH3:12].[C:20](OCC)(=[O:26])[C:21]([O:23][CH2:24][CH3:25])=[O:22]. The catalyst is C1COCC1. The product is [OH:26][C:20](=[CH:12][C:11](=[O:13])[C:14]1[CH:19]=[CH:18][CH:17]=[CH:16][CH:15]=1)[C:21]([O:23][CH2:24][CH3:25])=[O:22]. The yield is 0.980. (5) The yield is 0.390. The catalyst is C(Cl)(Cl)Cl.O. The product is [CH3:1][O:2][C:3]1[CH:4]=[C:5]2[C:10](=[CH:11][C:12]=1[O:13][CH3:14])[N:9]=[CH:8][N:7]=[C:6]2[O:15][C:16]1[CH:22]=[CH:21][C:19]([NH:20][C:36]([NH:54][CH2:53][CH2:52][CH2:51][N:48]2[CH2:47][CH2:46][N:45]([CH3:44])[CH2:50][CH2:49]2)=[O:42])=[C:18]([O:23][CH3:24])[CH:17]=1. The reactants are [CH3:1][O:2][C:3]1[CH:4]=[C:5]2[C:10](=[CH:11][C:12]=1[O:13][CH3:14])[N:9]=[CH:8][N:7]=[C:6]2[O:15][C:16]1[CH:22]=[CH:21][C:19]([NH2:20])=[C:18]([O:23][CH3:24])[CH:17]=1.C(N(CC)CC)C.ClC(Cl)(O[C:36](=[O:42])OC(Cl)(Cl)Cl)Cl.[CH3:44][N:45]1[CH2:50][CH2:49][N:48]([CH2:51][CH2:52][CH2:53][NH2:54])[CH2:47][CH2:46]1. (6) The reactants are [Br:1][C:2]1[C:11]([F:12])=[CH:10][C:5]([C:6](OC)=[O:7])=[C:4]([N+:13]([O-:15])=[O:14])[CH:3]=1.[H-].C([Al+]CC(C)C)C(C)C.CO.C(C(C(C([O-])=O)O)O)([O-])=O.[Na+].[Na+]. The catalyst is C(Cl)Cl. The product is [Br:1][C:2]1[C:11]([F:12])=[CH:10][C:5]([CH:6]=[O:7])=[C:4]([N+:13]([O-:15])=[O:14])[CH:3]=1. The yield is 0.880. (7) The yield is 0.230. The product is [CH:49]1([C:52]([CH:57]2[CH2:59][CH2:58]2)([OH:56])[CH2:53][CH2:54][NH:1][C@:2]23[CH2:45][CH2:44][C@@H:43]([C:46]([CH3:48])=[CH2:47])[C@@H:3]2[C@@H:4]2[C@@:17]([CH3:20])([CH2:18][CH2:19]3)[C@@:16]3([CH3:21])[C@@H:7]([C@:8]4([CH3:42])[C@@H:13]([CH2:14][CH2:15]3)[C:12]([CH3:22])([CH3:23])[C:11]([C:24]3[CH2:29][CH2:28][C@@:27]([CH2:40][F:41])([C:30]([O:32][CH2:33][C:34]5[CH:35]=[CH:36][CH:37]=[CH:38][CH:39]=5)=[O:31])[CH2:26][CH:25]=3)=[CH:10][CH2:9]4)[CH2:6][CH2:5]2)[CH2:51][CH2:50]1. The catalyst is CO.C(O)(=O)C. The reactants are [NH2:1][C@:2]12[CH2:45][CH2:44][C@@H:43]([C:46]([CH3:48])=[CH2:47])[C@@H:3]1[C@@H:4]1[C@@:17]([CH3:20])([CH2:18][CH2:19]2)[C@@:16]2([CH3:21])[C@@H:7]([C@:8]3([CH3:42])[C@@H:13]([CH2:14][CH2:15]2)[C:12]([CH3:23])([CH3:22])[C:11]([C:24]2[CH2:29][CH2:28][C@@:27]([CH2:40][F:41])([C:30]([O:32][CH2:33][C:34]4[CH:39]=[CH:38][CH:37]=[CH:36][CH:35]=4)=[O:31])[CH2:26][CH:25]=2)=[CH:10][CH2:9]3)[CH2:6][CH2:5]1.[CH:49]1([C:52]([CH:57]2[CH2:59][CH2:58]2)([OH:56])[CH2:53][CH:54]=O)[CH2:51][CH2:50]1.C(=O)(O)[O-].[Na+]. (8) The reactants are [F:1][C:2]([F:11])([F:10])[C:3]1[CH:9]=[CH:8][CH:7]=[CH:6][C:4]=1[NH2:5].[CH2:12]([O:14][C:15](=[O:29])[C:16]([C:21](=[O:28])[C:22]1[CH:27]=[CH:26][CH:25]=[CH:24][CH:23]=1)=[CH:17]OCC)[CH3:13]. The catalyst is C1(C)C=CC=CC=1. The product is [CH2:12]([O:14][C:15](=[O:29])[C:16]([C:21](=[O:28])[C:22]1[CH:23]=[CH:24][CH:25]=[CH:26][CH:27]=1)=[CH:17][NH:5][C:4]1[CH:6]=[CH:7][CH:8]=[CH:9][C:3]=1[C:2]([F:10])([F:11])[F:1])[CH3:13]. The yield is 0.820.